This data is from HIV replication inhibition screening data with 41,000+ compounds from the AIDS Antiviral Screen. The task is: Binary Classification. Given a drug SMILES string, predict its activity (active/inactive) in a high-throughput screening assay against a specified biological target. (1) The result is 0 (inactive). The molecule is S=C1OC2CCCCC2O1. (2) The drug is Sc1ccc2ccccc2[n+]1[Ni-4](Cl)(Cl)([n+]1c(S)ccc2ccccc21)([n+]1c(S)ccc2ccccc21)[n+]1c(S)ccc2ccccc21. The result is 0 (inactive). (3) The drug is COC(=CC(=O)c1ccccc1)C(=O)c1ccccc1. The result is 0 (inactive). (4) The drug is O=C(CNC(=O)OCc1ccccc1)NCCCCC(NC(=O)OCc1ccccc1)C(=O)O. The result is 0 (inactive).